Predict the product of the given reaction. From a dataset of Forward reaction prediction with 1.9M reactions from USPTO patents (1976-2016). (1) The product is: [F:25][C:2]([F:1])([F:24])[O:3][C:4]1[CH:5]=[C:6]([C:10]2[CH:19]=[CH:18][C:17]3[C:12](=[C:13]([C:20]([OH:22])=[O:21])[CH:14]=[CH:15][CH:16]=3)[N:11]=2)[CH:7]=[CH:8][CH:9]=1. Given the reactants [F:1][C:2]([F:25])([F:24])[O:3][C:4]1[CH:5]=[C:6]([C:10]2[CH:19]=[CH:18][C:17]3[C:12](=[C:13]([C:20]([O:22]C)=[O:21])[CH:14]=[CH:15][CH:16]=3)[N:11]=2)[CH:7]=[CH:8][CH:9]=1.[OH-].[Li+], predict the reaction product. (2) Given the reactants [CH3:1][N:2]1[C:11]2[C:6](=[CH:7][CH:8]=[C:9]([C:12]([F:15])([F:14])[F:13])[N:10]=2)[CH:5]=[C:4]([C:16](O)=[O:17])[C:3]1=[O:19].C(Cl)(=O)C([Cl:23])=O.CN(C)C=O, predict the reaction product. The product is: [CH3:1][N:2]1[C:11]2[C:6](=[CH:7][CH:8]=[C:9]([C:12]([F:15])([F:14])[F:13])[N:10]=2)[CH:5]=[C:4]([C:16]([Cl:23])=[O:17])[C:3]1=[O:19]. (3) Given the reactants Br[C:2]1[NH:3][C:4]2[N:5]([N:12]=[CH:13][C:14]=2[C:15]#[N:16])[C:6](=[O:11])[C:7]=1[CH:8]([CH3:10])[CH3:9].[C:17]1([OH:23])[CH:22]=[CH:21][CH:20]=[CH:19][CH:18]=1.CN[C@@H]1CCCC[C@H]1NC.[O-]P([O-])([O-])=O.[K+].[K+].[K+], predict the reaction product. The product is: [CH:8]([C:7]1[C:6](=[O:11])[N:5]2[N:12]=[CH:13][C:14]([C:15]#[N:16])=[C:4]2[NH:3][C:2]=1[O:23][C:17]1[CH:22]=[CH:21][CH:20]=[CH:19][CH:18]=1)([CH3:10])[CH3:9]. (4) Given the reactants [C:1]([O:9][C@@H:10]1[CH2:18][C@@H:13]2[O:14][C:15](=[O:17])[CH2:16][C@@H:12]2[C@H:11]1/[CH:19]=[CH:20]/[C@@H:21]([OH:28])[CH:22]([CH3:27])[CH2:23][CH2:24][CH2:25][CH3:26])(=[O:8])[C:2]1[CH:7]=[CH:6][CH:5]=[CH:4][CH:3]=1.N1C=CN=C1.[Si:34](Cl)([C:47]([CH3:50])([CH3:49])[CH3:48])([C:41]1[CH:46]=[CH:45][CH:44]=[CH:43][CH:42]=1)[C:35]1[CH:40]=[CH:39][CH:38]=[CH:37][CH:36]=1, predict the reaction product. The product is: [C:1]([O:9][C@@H:10]1[CH2:18][C@@H:13]2[O:14][C:15](=[O:17])[CH2:16][C@@H:12]2[C@H:11]1/[CH:19]=[CH:20]/[C@@H:21]([O:28][Si:34]([C:47]([CH3:50])([CH3:49])[CH3:48])([C:41]1[CH:42]=[CH:43][CH:44]=[CH:45][CH:46]=1)[C:35]1[CH:40]=[CH:39][CH:38]=[CH:37][CH:36]=1)[CH:22]([CH3:27])[CH2:23][CH2:24][CH2:25][CH3:26])(=[O:8])[C:2]1[CH:3]=[CH:4][CH:5]=[CH:6][CH:7]=1.